Task: Predict the reactants needed to synthesize the given product.. Dataset: Full USPTO retrosynthesis dataset with 1.9M reactions from patents (1976-2016) (1) Given the product [OH:22][CH2:21][CH:19]([NH:20][C:10]([C@@H:8]1[CH2:9][C@H:7]1[C:1]1[CH:2]=[CH:3][CH:4]=[CH:5][CH:6]=1)=[O:12])[C:13]1[CH:18]=[CH:17][CH:16]=[CH:15][CH:14]=1, predict the reactants needed to synthesize it. The reactants are: [C:1]1([C@@H:7]2[CH2:9][C@H:8]2[C:10]([OH:12])=O)[CH:6]=[CH:5][CH:4]=[CH:3][CH:2]=1.[C:13]1([C@H:19]([CH2:21][OH:22])[NH2:20])[CH:18]=[CH:17][CH:16]=[CH:15][CH:14]=1.C1C=CC2N(O)N=NC=2C=1.CCN=C=NCCCN(C)C.Cl. (2) Given the product [Cl:17][CH2:18][C:19]([O:21][CH2:9][CH2:10][CH:8]=[C:6]([CH3:7])[CH2:5][CH2:4]/[CH:3]=[C:2](\[CH3:1])/[CH2:11][CH2:12][CH:13]=[C:14]([CH3:15])[CH3:16])=[O:20], predict the reactants needed to synthesize it. The reactants are: [CH3:1]/[C:2](/[CH2:11][CH2:12][CH:13]=[C:14]([CH3:16])[CH3:15])=[CH:3]\[CH2:4][CH2:5][C:6]([CH:8]1[CH2:10][CH2:9]1)=[CH2:7].[Cl:17][CH2:18][C:19]([OH:21])=[O:20]. (3) Given the product [Cl:1][C:2]1[CH:7]=[CH:6][N:5]=[C:4]2[CH:8]=[C:9]([C:11]3[S:12][CH:13]=[C:14]([CH2:16][N:22]4[CH2:26][CH2:25][CH2:24][CH2:23]4)[N:15]=3)[S:10][C:3]=12, predict the reactants needed to synthesize it. The reactants are: [Cl:1][C:2]1[CH:7]=[CH:6][N:5]=[C:4]2[CH:8]=[C:9]([C:11]3[S:12][CH:13]=[C:14]([CH2:16]Cl)[N:15]=3)[S:10][C:3]=12.ClC(Cl)C.[NH:22]1[CH2:26][CH2:25][CH2:24][CH2:23]1. (4) Given the product [C:29]([OH:41])(=[O:40])[CH2:30][C:31]([CH2:36][C:37]([OH:39])=[O:38])([C:33]([OH:35])=[O:34])[OH:32].[Br:1][C:2]1[CH:3]=[C:4]2[C:8](=[CH:9][CH:10]=1)[N:7]([S:11]([C:14]1[CH:19]=[CH:18][C:17]([F:20])=[CH:16][CH:15]=1)(=[O:13])=[O:12])[CH:6]=[C:5]2[CH2:21][N:22]1[CH2:27][CH2:26][N:25]([CH3:28])[CH2:24][CH2:23]1, predict the reactants needed to synthesize it. The reactants are: [Br:1][C:2]1[CH:3]=[C:4]2[C:8](=[CH:9][CH:10]=1)[N:7]([S:11]([C:14]1[CH:19]=[CH:18][C:17]([F:20])=[CH:16][CH:15]=1)(=[O:13])=[O:12])[CH:6]=[C:5]2[CH2:21][N:22]1[CH2:27][CH2:26][N:25]([CH3:28])[CH2:24][CH2:23]1.[C:29]([OH:41])(=[O:40])[CH2:30][C:31]([CH2:36][C:37]([OH:39])=[O:38])([C:33]([OH:35])=[O:34])[OH:32]. (5) Given the product [C:35]([CH2:34][CH:33]([N:2]1[CH:6]=[C:5]([C:7]2[CH:30]=[CH:29][C:10]3[N:11]([C:14]4[CH:15]=[C:16]([NH:20][C:21]([NH:23][CH2:24][C:25]([F:28])([F:27])[F:26])=[O:22])[CH:17]=[CH:18][CH:19]=4)[CH:12]=[N:13][C:9]=3[CH:8]=2)[CH:4]=[N:3]1)[C:32]([F:38])([F:37])[F:31])#[N:36], predict the reactants needed to synthesize it. The reactants are: Cl.[NH:2]1[CH:6]=[C:5]([C:7]2[CH:30]=[CH:29][C:10]3[N:11]([C:14]4[CH:15]=[C:16]([NH:20][C:21]([NH:23][CH2:24][C:25]([F:28])([F:27])[F:26])=[O:22])[CH:17]=[CH:18][CH:19]=4)[CH:12]=[N:13][C:9]=3[CH:8]=2)[CH:4]=[N:3]1.[F:31][C:32]([F:38])([F:37])/[CH:33]=[CH:34]/[C:35]#[N:36].N12CCCN=C1CCCCC2. (6) Given the product [F:12][C:13]1[CH:18]=[C:17]([N+:19]([O-:21])=[O:20])[CH:16]=[CH:15][C:14]=1[NH:11][C:10]1[C:5]2[CH:4]=[CH:3][N:2]([CH3:1])[C:6]=2[N:7]=[CH:8][CH:9]=1, predict the reactants needed to synthesize it. The reactants are: [CH3:1][N:2]1[C:6]2[N:7]=[CH:8][CH:9]=[C:10]([NH2:11])[C:5]=2[CH:4]=[CH:3]1.[F:12][C:13]1[CH:18]=[C:17]([N+:19]([O-:21])=[O:20])[CH:16]=[CH:15][C:14]=1I.CC(C)([O-])C.[Na+]. (7) Given the product [CH3:15][N:16]1[CH2:21][CH2:20][N:19]([C:2]2[CH:7]=[C:6]([C:8]([F:11])([F:10])[F:9])[CH:5]=[C:4]([N+:12]([O-:14])=[O:13])[CH:3]=2)[CH2:18][CH2:17]1, predict the reactants needed to synthesize it. The reactants are: I[C:2]1[CH:7]=[C:6]([C:8]([F:11])([F:10])[F:9])[CH:5]=[C:4]([N+:12]([O-:14])=[O:13])[CH:3]=1.[CH3:15][N:16]1[CH2:21][CH2:20][NH:19][CH2:18][CH2:17]1.CC(C)([O-])C.[Na+].C1(C)C=CC=CC=1. (8) Given the product [F:1][C:2]1([CH2:12][CH2:13][CH:14]2[C:22]3[C:17](=[CH:18][CH:19]=[CH:20][CH:21]=3)[C:16]3=[CH:23][N:24]=[CH:25][N:15]23)[CH2:7][CH2:6][CH:5]([S:8]([NH2:29])(=[O:10])=[O:9])[CH2:4][CH2:3]1, predict the reactants needed to synthesize it. The reactants are: [F:1][C:2]1([CH2:12][CH2:13][CH:14]2[C:22]3[C:17](=[CH:18][CH:19]=[CH:20][CH:21]=3)[C:16]3=[CH:23][N:24]=[CH:25][N:15]23)[CH2:7][CH2:6][CH:5]([S:8](Cl)(=[O:10])=[O:9])[CH2:4][CH2:3]1.N.CC#[N:29].CCO. (9) Given the product [O:7]1[CH2:12][CH2:11][NH:10][C:9]2[CH:14]=[CH:15][CH:16]=[CH:17][C:8]1=2, predict the reactants needed to synthesize it. The reactants are: [H-].[Al+3].[Li+].[H-].[H-].[H-].[O:7]1[CH2:12][C:11](=O)[NH:10][C:9]2[CH:14]=[CH:15][CH:16]=[CH:17][C:8]1=2.CCOC(C)=O.